From a dataset of NCI-60 drug combinations with 297,098 pairs across 59 cell lines. Regression. Given two drug SMILES strings and cell line genomic features, predict the synergy score measuring deviation from expected non-interaction effect. (1) Drug 1: CCC1(CC2CC(C3=C(CCN(C2)C1)C4=CC=CC=C4N3)(C5=C(C=C6C(=C5)C78CCN9C7C(C=CC9)(C(C(C8N6C)(C(=O)OC)O)OC(=O)C)CC)OC)C(=O)OC)O. Drug 2: CN1C(=O)N2C=NC(=C2N=N1)C(=O)N. Cell line: HT29. Synergy scores: CSS=9.86, Synergy_ZIP=-9.17, Synergy_Bliss=-19.3, Synergy_Loewe=-66.5, Synergy_HSA=-21.4. (2) Drug 1: CCN(CC)CCNC(=O)C1=C(NC(=C1C)C=C2C3=C(C=CC(=C3)F)NC2=O)C. Drug 2: CS(=O)(=O)OCCCCOS(=O)(=O)C. Cell line: PC-3. Synergy scores: CSS=9.15, Synergy_ZIP=-3.11, Synergy_Bliss=-0.695, Synergy_Loewe=-2.12, Synergy_HSA=0.0774. (3) Cell line: EKVX. Drug 1: CN1CCC(CC1)COC2=C(C=C3C(=C2)N=CN=C3NC4=C(C=C(C=C4)Br)F)OC. Synergy scores: CSS=23.9, Synergy_ZIP=-4.69, Synergy_Bliss=-2.53, Synergy_Loewe=-35.4, Synergy_HSA=0.571. Drug 2: C1=NNC2=C1C(=O)NC=N2. (4) Drug 1: CC1=C(C(CCC1)(C)C)C=CC(=CC=CC(=CC(=O)O)C)C. Drug 2: CCCCCOC(=O)NC1=NC(=O)N(C=C1F)C2C(C(C(O2)C)O)O. Cell line: SNB-19. Synergy scores: CSS=-11.3, Synergy_ZIP=4.05, Synergy_Bliss=-1.54, Synergy_Loewe=-10.4, Synergy_HSA=-10.7. (5) Drug 1: CC1CCC2CC(C(=CC=CC=CC(CC(C(=O)C(C(C(=CC(C(=O)CC(OC(=O)C3CCCCN3C(=O)C(=O)C1(O2)O)C(C)CC4CCC(C(C4)OC)O)C)C)O)OC)C)C)C)OC. Drug 2: CC1CCC2CC(C(=CC=CC=CC(CC(C(=O)C(C(C(=CC(C(=O)CC(OC(=O)C3CCCCN3C(=O)C(=O)C1(O2)O)C(C)CC4CCC(C(C4)OC)OCCO)C)C)O)OC)C)C)C)OC. Cell line: OVCAR-5. Synergy scores: CSS=10.6, Synergy_ZIP=-5.50, Synergy_Bliss=-2.53, Synergy_Loewe=-2.81, Synergy_HSA=-0.994. (6) Drug 1: CCN(CC)CCNC(=O)C1=C(NC(=C1C)C=C2C3=C(C=CC(=C3)F)NC2=O)C. Drug 2: CCN(CC)CCCC(C)NC1=C2C=C(C=CC2=NC3=C1C=CC(=C3)Cl)OC. Cell line: OVCAR-5. Synergy scores: CSS=8.72, Synergy_ZIP=-3.45, Synergy_Bliss=-0.145, Synergy_Loewe=-1.52, Synergy_HSA=-0.492. (7) Synergy scores: CSS=55.1, Synergy_ZIP=-0.144, Synergy_Bliss=-1.10, Synergy_Loewe=-61.7, Synergy_HSA=-0.784. Drug 1: CC=C1C(=O)NC(C(=O)OC2CC(=O)NC(C(=O)NC(CSSCCC=C2)C(=O)N1)C(C)C)C(C)C. Cell line: UACC62. Drug 2: CN1C2=C(C=C(C=C2)N(CCCl)CCCl)N=C1CCCC(=O)O.Cl. (8) Drug 1: CCCS(=O)(=O)NC1=C(C(=C(C=C1)F)C(=O)C2=CNC3=C2C=C(C=N3)C4=CC=C(C=C4)Cl)F. Synergy scores: CSS=-14.7, Synergy_ZIP=2.18, Synergy_Bliss=-9.28, Synergy_Loewe=-14.9, Synergy_HSA=-13.3. Cell line: CCRF-CEM. Drug 2: CN(C)C1=NC(=NC(=N1)N(C)C)N(C)C. (9) Drug 1: CS(=O)(=O)C1=CC(=C(C=C1)C(=O)NC2=CC(=C(C=C2)Cl)C3=CC=CC=N3)Cl. Drug 2: CN(C)C1=NC(=NC(=N1)N(C)C)N(C)C. Cell line: SF-268. Synergy scores: CSS=-3.00, Synergy_ZIP=2.67, Synergy_Bliss=3.13, Synergy_Loewe=-4.64, Synergy_HSA=-3.58.